The task is: Binary Classification. Given a T-cell receptor sequence (or CDR3 region) and an epitope sequence, predict whether binding occurs between them.. This data is from TCR-epitope binding with 47,182 pairs between 192 epitopes and 23,139 TCRs. (1) The epitope is QARQMVQAMRTIGTHP. The TCR CDR3 sequence is CASSSPGTGYSEAFF. Result: 1 (the TCR binds to the epitope). (2) The epitope is LLWNGPMAV. The TCR CDR3 sequence is CASSATGTGGYEQYF. Result: 1 (the TCR binds to the epitope). (3) The epitope is GTSGSPIVNR. The TCR CDR3 sequence is CSASLREGDLSTDTQYF. Result: 0 (the TCR does not bind to the epitope). (4) The epitope is VLWAHGFEL. Result: 1 (the TCR binds to the epitope). The TCR CDR3 sequence is CASSLGLAGGNEQFF. (5) The epitope is GTSGSPIINR. The TCR CDR3 sequence is CASSQSDREGGSPLHF. Result: 0 (the TCR does not bind to the epitope).